From a dataset of Reaction yield outcomes from USPTO patents with 853,638 reactions. Predict the reaction yield, written as a fraction of the theoretical maximum amount of product (1.0 means a 100% yield; for example, 0.34 means a 34% yield). (1) The reactants are [F:1][C:2]1[CH:7]=[CH:6][C:5]([CH2:8][C:9]([O:11][CH3:12])=[O:10])=[C:4]([OH:13])[CH:3]=1.[N+](C1C=C(S(O[CH2:27][C@:28]2(C)[CH2:30][O:29]2)(=O)=O)C=CC=1)([O-])=O.C(=O)([O-])[O-].[Cs+].[Cs+]. The catalyst is CN(C=O)C.O. The product is [F:1][C:2]1[CH:7]=[CH:6][C:5]([CH2:8][C:9]([O:11][CH3:12])=[O:10])=[C:4]([O:13][CH2:27][C@@H:28]2[CH2:30][O:29]2)[CH:3]=1. The yield is 0.860. (2) The reactants are [CH:1]1([C:4]([N:6]2[CH2:11][CH2:10][N:9]([C:12]([C:14]3[CH:15]=[C:16]([CH:20]4[C:25]5=[N:26][NH:27][C:28](=[O:33])[C:29]6[CH:30]=[CH:31][CH:32]=[C:23]([C:24]=65)[NH:22][CH:21]4[C:34]4[CH:39]=[CH:38][C:37]([CH:40](OCC)[O:41]CC)=[CH:36][CH:35]=4)[CH:17]=[CH:18][CH:19]=3)=[O:13])[CH2:8][CH2:7]2)=[O:5])[CH2:3][CH2:2]1.C(=O)([O-])[O-].[K+].[K+]. The catalyst is Cl. The product is [CH:1]1([C:4]([N:6]2[CH2:7][CH2:8][N:9]([C:12]([C:14]3[CH:15]=[C:16]([CH:20]4[C:25]5=[N:26][NH:27][C:28](=[O:33])[C:29]6[CH:30]=[CH:31][CH:32]=[C:23]([C:24]=65)[NH:22][CH:21]4[C:34]4[CH:39]=[CH:38][C:37]([CH:40]=[O:41])=[CH:36][CH:35]=4)[CH:17]=[CH:18][CH:19]=3)=[O:13])[CH2:10][CH2:11]2)=[O:5])[CH2:3][CH2:2]1. The yield is 0.0800. (3) The reactants are Cl[C:2]1[N:7]=[C:6]([C:8]([NH:10][C:11]2[C:12]([CH3:22])=[C:13]([CH:18]=[CH:19][C:20]=2[CH3:21])[C:14]([O:16][CH3:17])=[O:15])=[O:9])[C:5]([CH3:23])=[CH:4][CH:3]=1.C([Si](C)(C)[O:29][CH:30]1[CH2:35][CH2:34][NH:33][CH2:32][CH2:31]1)(C)(C)C.C([O-])([O-])=O.[Cs+].[Cs+].C1C=CC(P(C2C(C3C(P(C4C=CC=CC=4)C4C=CC=CC=4)=CC=C4C=3C=CC=C4)=C3C(C=CC=C3)=CC=2)C2C=CC=CC=2)=CC=1. The catalyst is C1(C)C=CC=CC=1.C1C=CC(/C=C/C(/C=C/C2C=CC=CC=2)=O)=CC=1.C1C=CC(/C=C/C(/C=C/C2C=CC=CC=2)=O)=CC=1.C1C=CC(/C=C/C(/C=C/C2C=CC=CC=2)=O)=CC=1.[Pd].[Pd]. The product is [OH:29][CH:30]1[CH2:35][CH2:34][N:33]([C:2]2[N:7]=[C:6]([C:8]([NH:10][C:11]3[C:12]([CH3:22])=[C:13]([CH:18]=[CH:19][C:20]=3[CH3:21])[C:14]([O:16][CH3:17])=[O:15])=[O:9])[C:5]([CH3:23])=[CH:4][CH:3]=2)[CH2:32][CH2:31]1. The yield is 0.290. (4) The reactants are C(O[CH:5]1[C:13]2[C:8](=[N:9][CH:10]=[CH:11][CH:12]=2)[O:7][CH:6]1[CH3:14])(=O)C.N. No catalyst specified. The product is [CH3:14][C:6]1[O:7][C:8]2=[N:9][CH:10]=[CH:11][CH:12]=[C:13]2[CH:5]=1. The yield is 1.00. (5) The reactants are Br[C:2]1[CH:7]=[CH:6][N:5]=[C:4]([O:8][CH3:9])[CH:3]=1.[C:10]1(/[CH:16]=[CH:17]/B(O)O)[CH:15]=[CH:14][CH:13]=[CH:12][CH:11]=1.C([O-])([O-])=O.[K+].[K+]. The catalyst is CS(C)=O. The product is [CH3:9][O:8][C:4]1[CH:3]=[C:2](/[CH:17]=[CH:16]/[C:10]2[CH:15]=[CH:14][CH:13]=[CH:12][CH:11]=2)[CH:7]=[CH:6][N:5]=1. The yield is 0.930. (6) The reactants are [CH3:1][C:2]1[NH:3][C:4](=[O:26])[C:5]([CH2:11][C:12]2[CH:17]=[CH:16][C:15]([C:18]3[C:19]([C:24]#[N:25])=[CH:20][CH:21]=[CH:22][CH:23]=3)=[CH:14][CH:13]=2)=[C:6]([CH2:8][CH2:9][CH3:10])[N:7]=1.[O:27]1[CH2:32][CH2:31][CH:30]([O:33][C:34]2[N:39]=[CH:38][C:37](B(O)O)=[CH:36][CH:35]=2)[CH2:29][CH2:28]1.N1C=CC=CC=1.C(N(CC)CC)C. The catalyst is C([O-])(=O)C.[Cu+2].C([O-])(=O)C.C(OCC)(=O)C.C(Cl)Cl. The product is [CH3:1][C:2]1[N:3]([C:37]2[CH:38]=[N:39][C:34]([O:33][CH:30]3[CH2:31][CH2:32][O:27][CH2:28][CH2:29]3)=[CH:35][CH:36]=2)[C:4](=[O:26])[C:5]([CH2:11][C:12]2[CH:17]=[CH:16][C:15]([C:18]3[C:19]([C:24]#[N:25])=[CH:20][CH:21]=[CH:22][CH:23]=3)=[CH:14][CH:13]=2)=[C:6]([CH2:8][CH2:9][CH3:10])[N:7]=1. The yield is 0.330. (7) The reactants are [Cl:1][C:2]1[CH:3]=[C:4]([C:8](=[O:10])[CH3:9])[CH:5]=[CH:6][CH:7]=1.[C:11](#[N:13])[CH3:12]. No catalyst specified. The product is [Cl:1][C:2]1[CH:3]=[C:4]([C:8]2[O:10][C:11]([CH3:12])=[N:13][CH:9]=2)[CH:5]=[CH:6][CH:7]=1. The yield is 0.839.